This data is from Full USPTO retrosynthesis dataset with 1.9M reactions from patents (1976-2016). The task is: Predict the reactants needed to synthesize the given product. Given the product [Cl:1][C:2]1[CH:7]=[CH:6][C:5]([C:8]2[N:9]=[C:10]([N:13]3[CH2:18][CH2:17][CH2:16][CH2:15][C:14]3=[O:19])[S:11][C:12]=2[C:21]2[CH:26]=[CH:25][C:24]([S:27]([NH2:30])(=[O:29])=[O:28])=[CH:23][CH:22]=2)=[CH:4][CH:3]=1, predict the reactants needed to synthesize it. The reactants are: [Cl:1][C:2]1[CH:7]=[CH:6][C:5]([C:8]2[N:9]=[C:10]([N:13]3[CH2:18][CH2:17][CH2:16][CH2:15][C:14]3=[O:19])[S:11][CH:12]=2)=[CH:4][CH:3]=1.Br[C:21]1[CH:26]=[CH:25][C:24]([S:27]([NH2:30])(=[O:29])=[O:28])=[CH:23][CH:22]=1.C([O-])(=O)C.[K+].